From a dataset of Full USPTO retrosynthesis dataset with 1.9M reactions from patents (1976-2016). Predict the reactants needed to synthesize the given product. (1) Given the product [C:1]([NH:4][C:5]1[N:9]([C:10]2[CH:15]=[C:14]([S:16][CH2:17][C:18]([F:19])([F:20])[F:21])[C:13]([CH3:22])=[CH:12][C:11]=2[F:23])[N:8]=[C:7]([O:24][CH2:41][C:42]([F:55])([F:56])[O:43][C:44]([F:53])([F:54])[C:45]([O:48][C:49]([F:50])([F:51])[F:52])([F:47])[F:46])[CH:6]=1)(=[O:3])[CH3:2], predict the reactants needed to synthesize it. The reactants are: [C:1]([NH:4][C:5]1[N:9]([C:10]2[CH:15]=[C:14]([S:16][CH2:17][C:18]([F:21])([F:20])[F:19])[C:13]([CH3:22])=[CH:12][C:11]=2[F:23])[N:8]=[C:7]([OH:24])[CH:6]=1)(=[O:3])[CH3:2].C(=O)([O-])[O-].[K+].[K+].FC(F)(C(F)(F)F)C(F)(F)C(S(O[CH2:41][C:42]([F:56])([F:55])[O:43][C:44]([F:54])([F:53])[C:45]([O:48][C:49]([F:52])([F:51])[F:50])([F:47])[F:46])(=O)=O)(F)F.O. (2) Given the product [CH3:19][N:20]1[C:28]2[N:27]=[CH:26][N:25]([CH2:8][C@H:9]3[CH2:14][CH2:13][C@H:12]([C:15]([F:18])([F:17])[F:16])[CH2:11][CH2:10]3)[C:24]=2[C:23](=[O:29])[NH:22][C:21]1=[O:30], predict the reactants needed to synthesize it. The reactants are: C([O-])([O-])=O.[Na+].[Na+].Br[CH2:8][C@H:9]1[CH2:14][CH2:13][C@H:12]([C:15]([F:18])([F:17])[F:16])[CH2:11][CH2:10]1.[CH3:19][N:20]1[C:28]2[N:27]=[CH:26][NH:25][C:24]=2[C:23](=[O:29])[NH:22][C:21]1=[O:30]. (3) The reactants are: Cl.[NH2:2][C:3]1[C:12]2[C:7](=[CH:8][CH:9]=[CH:10][CH:11]=2)[C:6]([OH:13])=[CH:5][CH:4]=1.[S:14]1[CH:18]=[CH:17][CH:16]=[C:15]1[S:19](Cl)(=[O:21])=[O:20]. Given the product [OH:13][C:6]1[C:7]2[C:12](=[CH:11][CH:10]=[CH:9][CH:8]=2)[C:3]([NH:2][S:19]([C:15]2[S:14][CH:18]=[CH:17][CH:16]=2)(=[O:21])=[O:20])=[CH:4][CH:5]=1, predict the reactants needed to synthesize it. (4) Given the product [CH3:18][O:17][C:15]([C:5]1[CH:4]=[C:3]([CH2:1][NH:24][C:26](=[O:27])[O:28][C:29]([CH3:32])([CH3:31])[CH3:30])[CH:8]=[CH:7][C:6]=1[C:9]1[CH:14]=[CH:13][CH:12]=[CH:11][CH:10]=1)=[O:16], predict the reactants needed to synthesize it. The reactants are: [CH:1]([C:3]1[CH:4]=[C:5]([C:15]([O:17][CH3:18])=[O:16])[C:6]([C:9]2[CH:14]=[CH:13][CH:12]=[CH:11][CH:10]=2)=[CH:7][CH:8]=1)=O.C([O-])(=O)C.[Na+].[NH2:24]O.[C:26](O[C:26]([O:28][C:29]([CH3:32])([CH3:31])[CH3:30])=[O:27])([O:28][C:29]([CH3:32])([CH3:31])[CH3:30])=[O:27].